From a dataset of NCI-60 drug combinations with 297,098 pairs across 59 cell lines. Regression. Given two drug SMILES strings and cell line genomic features, predict the synergy score measuring deviation from expected non-interaction effect. Drug 1: CNC(=O)C1=CC=CC=C1SC2=CC3=C(C=C2)C(=NN3)C=CC4=CC=CC=N4. Drug 2: CCN(CC)CCNC(=O)C1=C(NC(=C1C)C=C2C3=C(C=CC(=C3)F)NC2=O)C. Cell line: MCF7. Synergy scores: CSS=5.29, Synergy_ZIP=-0.921, Synergy_Bliss=1.59, Synergy_Loewe=-1.50, Synergy_HSA=0.965.